From a dataset of Full USPTO retrosynthesis dataset with 1.9M reactions from patents (1976-2016). Predict the reactants needed to synthesize the given product. (1) The reactants are: C([O:5][CH2:6][CH2:7][C:8]1[CH:13]=[CH:12][CH:11]=[C:10]([C:14]([CH3:16])=[CH2:15])[CH:9]=1)(=O)CC.[OH-:17].[K+].[CH2:19](O)C. Given the product [CH:14]([C:10]1[CH:9]=[C:8]([CH:7]([CH3:19])[C:6]([OH:5])=[O:17])[CH:13]=[CH:12][CH:11]=1)([CH3:15])[CH3:16], predict the reactants needed to synthesize it. (2) Given the product [CH:20]1([C:2]2[C:3]([N:12]3[CH:16]=[C:15]([CH:17]=[O:18])[C:14]([CH3:19])=[N:13]3)=[C:4]([CH:9]=[CH:10][CH:11]=2)[C:5]([O:7][CH3:8])=[O:6])[CH2:22][CH2:21]1, predict the reactants needed to synthesize it. The reactants are: Br[C:2]1[C:3]([N:12]2[CH:16]=[C:15]([CH:17]=[O:18])[C:14]([CH3:19])=[N:13]2)=[C:4]([CH:9]=[CH:10][CH:11]=1)[C:5]([O:7][CH3:8])=[O:6].[CH:20]1(B(O)O)[CH2:22][CH2:21]1.P([O-])([O-])([O-])=O.[K+].[K+].[K+].C1(P(C2CCCCC2)C2CCCCC2)CCCCC1. (3) Given the product [O:27]([C:23]1[CH:22]=[C:21]([CH:26]=[CH:25][CH:24]=1)[C:20]([NH:19][C@@H:18]1[C@H:14]2[O:13][CH2:12][C@H:11]([NH:10][C:7](=[O:9])[C:2]3[CH:3]=[CH:4][CH:5]=[CH:6][N:1]=3)[C@H:15]2[O:16][CH2:17]1)=[O:34])[C:28]1[CH:29]=[CH:30][CH:31]=[CH:32][CH:33]=1, predict the reactants needed to synthesize it. The reactants are: [N:1]1[CH:6]=[CH:5][CH:4]=[CH:3][C:2]=1[C:7]([OH:9])=O.[NH2:10][C@@H:11]1[C@H:15]2[O:16][CH2:17][C@H:18]([NH:19][C:20](=[O:34])[C:21]3[CH:26]=[CH:25][CH:24]=[C:23]([O:27][C:28]4[CH:33]=[CH:32][CH:31]=[CH:30][CH:29]=4)[CH:22]=3)[C@H:14]2[O:13][CH2:12]1. (4) Given the product [CH3:8][C:7]1[N:6]([C:9]2[CH:14]=[CH:13][CH:12]=[C:11]([C:15]([F:16])([F:17])[F:18])[CH:10]=2)[C:5](=[O:19])[C:4]([C:20]([NH:22][CH2:23][C:24]2[CH:29]=[CH:28][C:27]([S:30]([CH3:33])(=[O:31])=[O:32])=[CH:26][CH:25]=2)=[O:21])=[CH:3][C:2]=1[C:44](=[O:43])[CH2:45][CH3:46], predict the reactants needed to synthesize it. The reactants are: I[C:2]1[CH:3]=[C:4]([C:20]([NH:22][CH2:23][C:24]2[CH:29]=[CH:28][C:27]([S:30]([CH3:33])(=[O:32])=[O:31])=[CH:26][CH:25]=2)=[O:21])[C:5](=[O:19])[N:6]([C:9]2[CH:14]=[CH:13][CH:12]=[C:11]([C:15]([F:18])([F:17])[F:16])[CH:10]=2)[C:7]=1[CH3:8].C(N(CC)CC)C.C([O:43][CH:44]=[CH:45][CH3:46])C. (5) Given the product [CH3:1][CH:2]([CH3:17])[CH2:3][CH2:4][NH:5][CH2:6][C:8]1([CH2:13][OH:14])[CH2:9][CH2:10][CH2:11][CH2:12]1, predict the reactants needed to synthesize it. The reactants are: [CH3:1][CH:2]([CH3:17])[CH2:3][CH2:4][NH:5][C:6]([C:8]1([C:13](OC)=[O:14])[CH2:12][CH2:11][CH2:10][CH2:9]1)=O.Cl.[OH-].[Na+]. (6) Given the product [Cl:13][C:5]1[CH:4]2[CH:9]([CH:10]=[CH:11][C:2]([NH:24][CH2:23][C:22]3[CH:25]=[CH:26][CH:27]=[CH:28][C:21]=3[N:17]3[CH2:18][CH2:19][NH:20][C@H:15]([CH3:14])[CH2:16]3)=[CH:3]2)[C:8](=[O:12])[NH:7][N:6]=1, predict the reactants needed to synthesize it. The reactants are: Br[C:2]1[CH:3]=[C:4]2[C:9](=[CH:10][CH:11]=1)[C:8](=[O:12])[NH:7][N:6]=[C:5]2[Cl:13].[CH3:14][C@H:15]1[NH:20][CH2:19][CH2:18][N:17]([C:21]2[CH:28]=[CH:27][CH:26]=[CH:25][C:22]=2[CH2:23][NH2:24])[CH2:16]1.C1C=CC(P(C2C(C3C(P(C4C=CC=CC=4)C4C=CC=CC=4)=CC=C4C=3C=CC=C4)=C3C(C=CC=C3)=CC=2)C2C=CC=CC=2)=CC=1.CC([O-])(C)C.[Na+]. (7) The reactants are: [NH2:1][C@H:2]1[C@@H:7]([NH:8][C:9]([C:11]2[NH:12][C:13]([CH2:17][CH3:18])=[C:14]([Cl:16])[N:15]=2)=[O:10])[CH2:6][CH2:5][N:4]([C:19]2[S:20][C:21]3[C:27]([C:28]([O:30][CH2:31][CH3:32])=[O:29])=[CH:26][CH:25]=[CH:24][C:22]=3[N:23]=2)[CH2:3]1.[CH3:33][CH:34]([CH3:38])[CH2:35][CH:36]=O.C(O[BH-](OC(=O)C)OC(=O)C)(=O)C.[Na+]. Given the product [Cl:16][C:14]1[N:15]=[C:11]([C:9]([NH:8][C@H:7]2[CH2:6][CH2:5][N:4]([C:19]3[S:20][C:21]4[C:27]([C:28]([O:30][CH2:31][CH3:32])=[O:29])=[CH:26][CH:25]=[CH:24][C:22]=4[N:23]=3)[CH2:3][C@H:2]2[NH:1][CH2:36][CH2:35][CH:34]([CH3:38])[CH3:33])=[O:10])[NH:12][C:13]=1[CH2:17][CH3:18], predict the reactants needed to synthesize it. (8) Given the product [OH:5][C:4]1[CH:3]=[C:2]([CH:10]=[C:8]([OH:9])[C:6]=1[OH:7])[C:1]([O:12][CH:15]1[CH:16]([O:26][C:1](=[O:11])[C:2]2[CH:10]=[C:8]([OH:9])[C:6]([OH:7])=[C:4]([OH:5])[CH:3]=2)[C:17]([CH3:25])([CH3:24])[C:18]2[C:23](=[CH:22][CH:21]=[CH:20][CH:19]=2)[C:14]1([CH3:28])[CH3:13])=[O:11], predict the reactants needed to synthesize it. The reactants are: [C:1]([OH:12])(=[O:11])[C:2]1[CH:10]=[C:8]([OH:9])[C:6]([OH:7])=[C:4]([OH:5])[CH:3]=1.[CH3:13][C:14]1([CH3:28])[C:23]2[C:18](=[CH:19][CH:20]=[CH:21][CH:22]=2)[C:17]([CH3:25])([CH3:24])[CH:16]([OH:26])[CH:15]1O. (9) Given the product [Si:1]([O:18][CH2:19][CH2:20][CH:21]([C:30]1[C:34]([CH:44]2[CH2:46][CH2:45]2)=[C:33]([CH:36]2[CH2:39][CH:38]([CH2:40][CH:41]([CH3:43])[CH3:42])[CH2:37]2)[O:32][N:31]=1)[CH2:22][C:23]([O:25][C:26]([CH3:29])([CH3:28])[CH3:27])=[O:24])([C:14]([CH3:17])([CH3:16])[CH3:15])([C:8]1[CH:13]=[CH:12][CH:11]=[CH:10][CH:9]=1)[C:2]1[CH:7]=[CH:6][CH:5]=[CH:4][CH:3]=1, predict the reactants needed to synthesize it. The reactants are: [Si:1]([O:18][CH2:19][CH2:20][CH:21]([C:30]1[C:34](I)=[C:33]([CH:36]2[CH2:39][CH:38]([CH2:40][CH:41]([CH3:43])[CH3:42])[CH2:37]2)[O:32][N:31]=1)[CH2:22][C:23]([O:25][C:26]([CH3:29])([CH3:28])[CH3:27])=[O:24])([C:14]([CH3:17])([CH3:16])[CH3:15])([C:8]1[CH:13]=[CH:12][CH:11]=[CH:10][CH:9]=1)[C:2]1[CH:7]=[CH:6][CH:5]=[CH:4][CH:3]=1.[CH:44]1(B2OC(C)(C)C(C)(C)O2)[CH2:46][CH2:45]1.